From a dataset of Full USPTO retrosynthesis dataset with 1.9M reactions from patents (1976-2016). Predict the reactants needed to synthesize the given product. (1) Given the product [ClH:1].[CH3:33][NH:35][C:15](=[O:17])[CH2:14][O:13][C:9]1[CH:10]=[C:11]2[C:6](=[C:7]3[CH2:20][C:19]([CH3:21])([CH3:22])[O:18][C:8]=13)[C:5]([C:23]1[CH:24]=[CH:25][CH:26]=[CH:27][CH:28]=1)=[N:4][C:3]([CH3:2])([CH3:29])[CH2:12]2, predict the reactants needed to synthesize it. The reactants are: [ClH:1].[CH3:2][C:3]1([CH3:29])[CH2:12][C:11]2[C:6](=[C:7]3[CH2:20][C:19]([CH3:22])([CH3:21])[O:18][C:8]3=[C:9]([O:13][CH2:14][C:15]([OH:17])=O)[CH:10]=2)[C:5]([C:23]2[CH:28]=[CH:27][CH:26]=[CH:25][CH:24]=2)=[N:4]1.Cl.CN.[CH2:33]([N:35](CC)CC)C. (2) Given the product [CH:30]([N:43]1[CH2:46][C:45]2([CH2:51][N:50]([CH2:2][C:3]3[C:24]([C:25]([F:28])([F:27])[F:26])=[CH:23][C:6]([C:7]([NH:9][CH2:10][C:11]4[CH:16]=[C:15]([Cl:17])[CH:14]=[CH:13][C:12]=4[S:18]([CH2:21][CH3:22])(=[O:20])=[O:19])=[O:8])=[CH:5][C:4]=3[Cl:29])[CH2:49][CH2:48][O:47]2)[CH2:44]1)([C:31]1[CH:32]=[CH:33][CH:34]=[CH:35][CH:36]=1)[C:37]1[CH:38]=[CH:39][CH:40]=[CH:41][CH:42]=1, predict the reactants needed to synthesize it. The reactants are: Br[CH2:2][C:3]1[C:24]([C:25]([F:28])([F:27])[F:26])=[CH:23][C:6]([C:7]([NH:9][CH2:10][C:11]2[CH:16]=[C:15]([Cl:17])[CH:14]=[CH:13][C:12]=2[S:18]([CH2:21][CH3:22])(=[O:20])=[O:19])=[O:8])=[CH:5][C:4]=1[Cl:29].[CH:30]([N:43]1[CH2:46][C:45]2([CH2:51][NH:50][CH2:49][CH2:48][O:47]2)[CH2:44]1)([C:37]1[CH:42]=[CH:41][CH:40]=[CH:39][CH:38]=1)[C:31]1[CH:36]=[CH:35][CH:34]=[CH:33][CH:32]=1.CCN(C(C)C)C(C)C. (3) Given the product [CH3:1][N:2]([CH3:15])[C:3](=[O:14])[CH2:4][C:5]1[CH:10]=[C:9]([CH2:11][CH3:12])[CH:8]=[CH:7][C:6]=1[NH:19][C:18]1[CH:21]=[CH:22][C:23]([CH3:29])=[C:24]([C:25]([F:28])([F:27])[F:26])[C:17]=1[F:16], predict the reactants needed to synthesize it. The reactants are: [CH3:1][N:2]([CH3:15])[C:3](=[O:14])[CH2:4][C:5]1[CH:10]=[C:9]([CH2:11][CH3:12])[CH:8]=[CH:7][C:6]=1I.[F:16][C:17]1[C:24]([C:25]([F:28])([F:27])[F:26])=[CH:23][CH:22]=[CH:21][C:18]=1[NH:19]C.[C:29]([O-])([O-])=O.[K+].[K+]. (4) Given the product [N:4]1[C:5]2[C:10](=[CH:9][CH:8]=[CH:7][CH:6]=2)[CH:11]=[CH:12][C:3]=1[CH2:2][C:18]#[N:19], predict the reactants needed to synthesize it. The reactants are: Cl[CH2:2][C:3]1[CH:12]=[CH:11][C:10]2[C:5](=[CH:6][CH:7]=[CH:8][CH:9]=2)[N:4]=1.C([O-])(O)=O.[Na+].[C-:18]#[N:19].[Na+]. (5) Given the product [CH:1]([C:4]1[CH:5]=[CH:6][C:7]([C:10]2[N:11]=[C:12]([NH:15][CH2:16][CH2:17][C:18]3[S:19][CH:20]=[CH:21][CH:22]=3)[S:13][CH:14]=2)=[CH:8][CH:9]=1)([CH3:3])[CH3:2], predict the reactants needed to synthesize it. The reactants are: [CH:1]([C:4]1[CH:9]=[CH:8][C:7]([C:10]2[N:11]=[C:12]([NH:15][C:16](=O)[CH2:17][C:18]3[S:19][CH:20]=[CH:21][CH:22]=3)[S:13][CH:14]=2)=[CH:6][CH:5]=1)([CH3:3])[CH3:2].B#B.C1COCC1.C([O-])(O)=O.[Na+]. (6) Given the product [Cl:1][C:2]1[N:10]=[C:9]2[C:5]([N:6]=[C:7]([CH2:12][N:13]3[CH2:18][CH2:17][N:16]([CH:29]4[CH2:30][O:27][CH2:28]4)[CH2:15][C:14]3([CH3:20])[CH3:19])[N:8]2[CH3:11])=[C:4]([N:21]2[CH2:26][CH2:25][O:24][CH2:23][CH2:22]2)[N:3]=1, predict the reactants needed to synthesize it. The reactants are: [Cl:1][C:2]1[N:10]=[C:9]2[C:5]([N:6]=[C:7]([CH2:12][N:13]3[CH2:18][CH2:17][NH:16][CH2:15][C:14]3([CH3:20])[CH3:19])[N:8]2[CH3:11])=[C:4]([N:21]2[CH2:26][CH2:25][O:24][CH2:23][CH2:22]2)[N:3]=1.[O:27]1[CH2:30][C:29](=O)[CH2:28]1.C(O[BH-](OC(=O)C)OC(=O)C)(=O)C.[Na+]. (7) Given the product [CH2:26]([N:27]1[CH2:34][C@@H:15]([C:16]2[CH:17]=[CH:18][C:19]([C:20]#[N:21])=[CH:22][CH:23]=2)[C@:12]2([N:11]([CH3:24])[C:10](=[O:25])[N:9]([C:4]3[CH:5]=[C:6]([Cl:8])[CH:7]=[C:2]([Cl:1])[CH:3]=3)[C:13]2=[O:14])[CH2:28]1)[C:37]1[CH:42]=[CH:41][CH:40]=[CH:39][CH:38]=1, predict the reactants needed to synthesize it. The reactants are: [Cl:1][C:2]1[CH:3]=[C:4]([N:9]2[C:13](=[O:14])/[C:12](=[CH:15]\[C:16]3[CH:23]=[CH:22][C:19]([C:20]#[N:21])=[CH:18][CH:17]=3)/[N:11]([CH3:24])[C:10]2=[O:25])[CH:5]=[C:6]([Cl:8])[CH:7]=1.[CH2:26]1N2CN3CN(C2)[CH2:28][N:27]1[CH2:34]3.C(NCC(O)=O)[C:37]1[CH:42]=[CH:41][CH:40]=[CH:39][CH:38]=1.C1(C)C=CC=CC=1. (8) Given the product [F:34][CH:32]([F:33])[O:31][C:8]1[C:7]2[C:12](=[C:13]([F:16])[CH:14]=[CH:15][C:6]=2[O:5][CH2:4][C:3]([OH:35])=[O:2])[N:11]=[C:10]([CH2:17][CH3:18])[C:9]=1[CH2:19][C:20]1[CH:25]=[CH:24][C:23]([C:26]2[O:27][CH:28]=[CH:29][N:30]=2)=[CH:22][CH:21]=1, predict the reactants needed to synthesize it. The reactants are: C[O:2][C:3](=[O:35])[CH2:4][O:5][C:6]1[CH:15]=[CH:14][C:13]([F:16])=[C:12]2[C:7]=1[C:8]([O:31][CH:32]([F:34])[F:33])=[C:9]([CH2:19][C:20]1[CH:25]=[CH:24][C:23]([C:26]3[O:27][CH:28]=[CH:29][N:30]=3)=[CH:22][CH:21]=1)[C:10]([CH2:17][CH3:18])=[N:11]2.[OH-].[Li+].C(O)(=O)C. (9) The reactants are: [OH:1][C@@H:2]1[C@H:6]([OH:7])[C@@H:5]([CH2:8][OH:9])[O:4][C@H:3]1[N:10]1[CH:18]=[N:17][C:16]2[C:11]1=[N:12][C:13]([C:34](OC)=[O:35])=[N:14][C:15]=2[NH:19][CH2:20][CH:21]([C:28]1[CH:33]=[CH:32][CH:31]=[CH:30][CH:29]=1)[C:22]1[CH:27]=[CH:26][CH:25]=[CH:24][CH:23]=1.[CH3:38][N:39]([CH3:43])[CH2:40][CH2:41][NH2:42]. Given the product [OH:1][C@@H:2]1[C@H:6]([OH:7])[C@@H:5]([CH2:8][OH:9])[O:4][C@H:3]1[N:10]1[CH:18]=[N:17][C:16]2[C:11]1=[N:12][C:13]([C:34]([NH:42][CH2:41][CH2:40][N:39]([CH3:43])[CH3:38])=[O:35])=[N:14][C:15]=2[NH:19][CH2:20][CH:21]([C:28]1[CH:33]=[CH:32][CH:31]=[CH:30][CH:29]=1)[C:22]1[CH:27]=[CH:26][CH:25]=[CH:24][CH:23]=1, predict the reactants needed to synthesize it.